This data is from Catalyst prediction with 721,799 reactions and 888 catalyst types from USPTO. The task is: Predict which catalyst facilitates the given reaction. (1) Reactant: [CH3:1][O:2][C:3]([NH:5][CH:6]([NH:10][C:11]([O:13][CH3:14])=[O:12])[C:7]([OH:9])=O)=[O:4].ON1C2C=CC=CC=2N=N1.CN(C)CCCN=C=NCC.[NH2:36][C@@H:37]([CH2:68][C:69]1[CH:74]=[CH:73][CH:72]=[CH:71][CH:70]=1)[C@@H:38]([OH:67])[CH2:39][C@@H:40]([NH:54][C:55]([C@@H:57]([NH:62][C:63](=[O:66])[O:64][CH3:65])[C:58]([CH3:61])([CH3:60])[CH3:59])=[O:56])[CH2:41][C:42]1[CH:47]=[CH:46][C:45]([C:48]2[CH:53]=[CH:52][CH:51]=[CH:50][N:49]=2)=[CH:44][CH:43]=1.C(N(CC)CC)C. Product: [CH2:68]([C@H:37]([NH:36][C:7](=[O:9])[CH:6]([NH:5][C:3](=[O:4])[O:2][CH3:1])[NH:10][C:11]([O:13][CH3:14])=[O:12])[C@@H:38]([OH:67])[CH2:39][C@@H:40]([NH:54][C:55](=[O:56])[C@H:57]([C:58]([CH3:60])([CH3:61])[CH3:59])[NH:62][C:63]([O:64][CH3:65])=[O:66])[CH2:41][C:42]1[CH:47]=[CH:46][C:45]([C:48]2[CH:53]=[CH:52][CH:51]=[CH:50][N:49]=2)=[CH:44][CH:43]=1)[C:69]1[CH:70]=[CH:71][CH:72]=[CH:73][CH:74]=1. The catalyst class is: 9. (2) Reactant: [NH2:1]/[C:2](=[N:38]\[OH:39])/[CH:3]([NH:14][C:15](=[O:37])[CH2:16][N:17]1[C:21](=[O:22])[N:20]([CH2:23][C@H:24]([OH:29])[C:25]([F:28])([F:27])[F:26])[C:19]([C:30]2[CH:35]=[CH:34][C:33]([Cl:36])=[CH:32][CH:31]=2)=[N:18]1)[C:4]1[CH:9]=[CH:8][CH:7]=[C:6]([C:10]([F:13])([F:12])[F:11])[CH:5]=1.C(N(CC)CC)C.[F:47][C:48]([F:59])([F:58])[C:49](O[C:49](=O)[C:48]([F:59])([F:58])[F:47])=O. Product: [Cl:36][C:33]1[CH:32]=[CH:31][C:30]([C:19]2[N:20]([CH2:23][C@H:24]([OH:29])[C:25]([F:26])([F:27])[F:28])[C:21](=[O:22])[N:17]([CH2:16][C:15]([NH:14][CH:3]([C:2]3[N:1]=[C:49]([C:48]([F:59])([F:58])[F:47])[O:39][N:38]=3)[C:4]3[CH:9]=[CH:8][CH:7]=[C:6]([C:10]([F:11])([F:13])[F:12])[CH:5]=3)=[O:37])[N:18]=2)=[CH:35][CH:34]=1. The catalyst class is: 4.